Dataset: Full USPTO retrosynthesis dataset with 1.9M reactions from patents (1976-2016). Task: Predict the reactants needed to synthesize the given product. (1) Given the product [Br:1][C:2]1[C:3]([CH3:11])=[C:4]([CH:8]=[CH:9][CH:10]=1)[C:5]([NH:30][CH2:29][C:16]1([C:19]2[CH:20]=[N:21][C:22]([C:25]([F:28])([F:26])[F:27])=[CH:23][CH:24]=2)[CH2:17][CH2:18][C:13]([F:12])([F:31])[CH2:14][CH2:15]1)=[O:7], predict the reactants needed to synthesize it. The reactants are: [Br:1][C:2]1[C:3]([CH3:11])=[C:4]([CH:8]=[CH:9][CH:10]=1)[C:5]([OH:7])=O.[F:12][C:13]1([F:31])[CH2:18][CH2:17][C:16]([CH2:29][NH2:30])([C:19]2[CH:20]=[N:21][C:22]([C:25]([F:28])([F:27])[F:26])=[CH:23][CH:24]=2)[CH2:15][CH2:14]1. (2) Given the product [Cl:15][C:4]1[CH:3]=[C:2]([B:19]2[O:20][C:21]([CH3:23])([CH3:22])[C:17]([CH3:33])([CH3:16])[O:18]2)[CH:14]=[CH:13][C:5]=1[CH2:6][N:7]1[CH2:12][CH2:11][O:10][CH2:9][CH2:8]1, predict the reactants needed to synthesize it. The reactants are: Br[C:2]1[CH:14]=[CH:13][C:5]([CH2:6][N:7]2[CH2:12][CH2:11][O:10][CH2:9][CH2:8]2)=[C:4]([Cl:15])[CH:3]=1.[CH3:16][C:17]1([CH3:33])[C:21]([CH3:23])([CH3:22])[O:20][B:19]([B:19]2[O:20][C:21]([CH3:23])([CH3:22])[C:17]([CH3:33])([CH3:16])[O:18]2)[O:18]1.C([O-])(=O)C.[K+].